Dataset: Reaction yield outcomes from USPTO patents with 853,638 reactions. Task: Predict the reaction yield, written as a fraction of the theoretical maximum amount of product (1.0 means a 100% yield; for example, 0.34 means a 34% yield). (1) The reactants are C[O:2][C:3](=[O:37])[CH2:4][CH2:5][CH2:6][CH2:7][CH2:8][CH2:9][CH2:10][CH2:11][CH2:12][CH2:13][CH2:14][CH2:15][CH2:16][CH2:17][CH2:18][O:19][C:20]1[CH:25]=[CH:24][C:23]([C:26]2[CH:31]=[CH:30][C:29]([C:32]3[NH:36][N:35]=[N:34][N:33]=3)=[CH:28][CH:27]=2)=[CH:22][CH:21]=1.CO.[OH-].[Na+].Cl. The catalyst is O. The product is [NH:36]1[C:32]([C:29]2[CH:28]=[CH:27][C:26]([C:23]3[CH:24]=[CH:25][C:20]([O:19][CH2:18][CH2:17][CH2:16][CH2:15][CH2:14][CH2:13][CH2:12][CH2:11][CH2:10][CH2:9][CH2:8][CH2:7][CH2:6][CH2:5][CH2:4][C:3]([OH:37])=[O:2])=[CH:21][CH:22]=3)=[CH:31][CH:30]=2)=[N:33][N:34]=[N:35]1. The yield is 0.960. (2) The reactants are C(N(CC)CC)C.[CH:8]([C:10]1[C:18]2[C:13](=[CH:14][CH:15]=[CH:16][CH:17]=2)[N:12](C(OC(C)(C)C)=O)[CH:11]=1)=[O:9].[CH3:26][O:27][C:28]1[CH:29]=[C:30]([N:34]=[CH:35][C:36]2[CH:37]=[CH:38][C:39]([OH:42])=[N:40][CH:41]=2)[CH:31]=[CH:32][CH:33]=1. The catalyst is [Cl-].C([N+]1C(C)=C(CCO)SC=1)C1C=CC=CC=1.C(O)C. The product is [OH:42][C:39]1[N:40]=[CH:41][C:36]([CH:35]([NH:34][C:30]2[CH:31]=[CH:32][CH:33]=[C:28]([O:27][CH3:26])[CH:29]=2)[C:8]([C:10]2[C:18]3[C:13](=[CH:14][CH:15]=[CH:16][CH:17]=3)[NH:12][CH:11]=2)=[O:9])=[CH:37][CH:38]=1. The yield is 0.210. (3) The reactants are [H-].[Na+].[CH3:3][CH2:4][O:5][C:6]([CH:8](P(OCC)(OCC)=O)[CH3:9])=[O:7].[CH3:18][C:19]1[CH:26]=[CH:25][C:22]([CH:23]=O)=[CH:21][CH:20]=1.O. The catalyst is CN(C)C=O. The product is [CH3:9][C:8](=[CH:23][C:22]1[CH:25]=[CH:26][C:19]([CH3:18])=[CH:20][CH:21]=1)[C:6]([O:5][CH2:4][CH3:3])=[O:7]. The yield is 0.910. (4) The reactants are [OH-].[Na+].C[O:4][C:5](=[O:41])[CH2:6][C:7]1[CH:12]=[CH:11][C:10]([C:13]2[CH:18]=[CH:17][C:16]([C:19]([C:24]3[CH:29]=[CH:28][C:27]([O:30][CH2:31][C:32](=[O:37])[C:33]([CH3:36])([CH3:35])[CH3:34])=[C:26]([CH3:38])[CH:25]=3)([CH2:22][CH3:23])[CH2:20][CH3:21])=[CH:15][C:14]=2[CH3:39])=[CH:9][C:8]=1[F:40].[Cl-].[NH4+]. The catalyst is CO. The product is [CH3:36][C:33]([CH3:34])([CH3:35])[C:32](=[O:37])[CH2:31][O:30][C:27]1[CH:28]=[CH:29][C:24]([C:19]([C:16]2[CH:17]=[CH:18][C:13]([C:10]3[CH:11]=[CH:12][C:7]([CH2:6][C:5]([OH:41])=[O:4])=[C:8]([F:40])[CH:9]=3)=[C:14]([CH3:39])[CH:15]=2)([CH2:20][CH3:21])[CH2:22][CH3:23])=[CH:25][C:26]=1[CH3:38]. The yield is 0.990.